Dataset: Catalyst prediction with 721,799 reactions and 888 catalyst types from USPTO. Task: Predict which catalyst facilitates the given reaction. (1) Reactant: [N:1]([C:4]1[CH:9]=[CH:8][C:7]([O:10][CH2:11][C:12]([F:15])([F:14])[F:13])=[CH:6][CH:5]=1)=[C:2]=[S:3].[H-].[Na+].[C:18]([CH:21]([CH2:27][CH2:28][C:29]([O:31]CC)=O)[C:22](OCC)=[O:23])(=[NH:20])[NH2:19].Cl. Product: [S:3]=[C:2]1[NH:19][C:18]2[NH:20][C:29](=[O:31])[CH2:28][CH2:27][C:21]=2[C:22](=[O:23])[N:1]1[C:4]1[CH:5]=[CH:6][C:7]([O:10][CH2:11][C:12]([F:13])([F:15])[F:14])=[CH:8][CH:9]=1. The catalyst class is: 9. (2) Reactant: [CH3:1][C:2]1[O:6][C:5]([C:7]([NH:9][C:10]([C:13]2[N:19]([CH3:20])[C:17](=[O:18])[C:16]([OH:21])=[C:15]([C:22]([NH:24][CH2:25][C:26]3[CH:27]=[CH:28][C:29]([F:32])=[CH:30][CH:31]=3)=[O:23])[N:14]=2)([CH3:12])[CH3:11])=[O:8])=[N:4][N:3]=1.[C:33]([NH2:37])([CH3:36])([CH3:35])[CH3:34]. Product: [CH3:1][C:2]1[O:6][C:5]([C:7]([NH:9][C:10]([C:13]2[N:19]([CH3:20])[C:17](=[O:18])[C:16]([OH:21])=[C:15]([C:22]([NH:24][CH2:25][C:26]3[CH:27]=[CH:28][C:29]([F:32])=[CH:30][CH:31]=3)=[O:23])[N:14]=2)([CH3:12])[CH3:11])=[O:8])=[N:4][N:3]=1.[C:33]([NH2:37])([CH3:36])([CH3:35])[CH3:34]. The catalyst class is: 21. (3) Reactant: [CH3:1][O:2][C:3](=[O:22])[CH2:4][CH2:5][C:6]1[C:14]2[C:9](=[CH:10][CH:11]=[CH:12][CH:13]=2)[N:8]([C:15]([O:17][C:18]([CH3:21])([CH3:20])[CH3:19])=[O:16])[CH:7]=1.[Li+].[CH3:24][Si]([N-][Si](C)(C)C)(C)C.CI.Cl. Product: [CH3:1][O:2][C:3](=[O:22])[CH:4]([CH3:24])[CH2:5][C:6]1[C:14]2[C:9](=[CH:10][CH:11]=[CH:12][CH:13]=2)[N:8]([C:15]([O:17][C:18]([CH3:19])([CH3:21])[CH3:20])=[O:16])[CH:7]=1. The catalyst class is: 1.